From a dataset of Catalyst prediction with 721,799 reactions and 888 catalyst types from USPTO. Predict which catalyst facilitates the given reaction. (1) Reactant: [C:1]1([C:7]2[N:11]=[C:10]([C@@H:12]3[CH2:16][CH2:15][CH2:14][N:13]3C(OC(C)(C)C)=O)[O:9][N:8]=2)[CH:6]=[CH:5][CH:4]=[CH:3][CH:2]=1. Product: [C:1]1([C:7]2[N:11]=[C:10]([C@@H:12]3[CH2:16][CH2:15][CH2:14][NH:13]3)[O:9][N:8]=2)[CH:2]=[CH:3][CH:4]=[CH:5][CH:6]=1. The catalyst class is: 137. (2) Reactant: C1(C)C=CC(S(O)(=O)=O)=CC=1.[NH:12]1[CH2:17][CH2:16][O:15][CH2:14][CH2:13]1.[N:18]1[CH:23]=[CH:22][C:21]([CH:24]=O)=[CH:20][CH:19]=1.[C-:26]#[N:27].[K+]. Product: [N:12]1([CH:24]([C:21]2[CH:22]=[CH:23][N:18]=[CH:19][CH:20]=2)[C:26]#[N:27])[CH2:17][CH2:16][O:15][CH2:14][CH2:13]1. The catalyst class is: 20. (3) Product: [NH:1]1[C:9]2[C:4](=[CH:5][CH:6]=[CH:7][CH:8]=2)[C:3](/[CH:10]=[CH:11]/[C:12]2[CH:17]=[CH:16][CH:15]=[CH:14][C:13]=2[N:18]2[C:19](=[O:20])[C:27]3[CH2:26][CH2:25][CH2:24][CH2:23][C:22]=3[C:21]2=[O:28])=[N:2]1. Reactant: [NH:1]1[C:9]2[C:4](=[CH:5][CH:6]=[CH:7][CH:8]=2)[C:3](/[CH:10]=[CH:11]/[C:12]2[CH:17]=[CH:16][CH:15]=[CH:14][C:13]=2[NH2:18])=[N:2]1.[C:19]1(=O)[C:27]2[CH2:26][CH2:25][CH2:24][CH2:23][C:22]=2[C:21](=[O:28])[O:20]1.C(=O)([O-])O.[Na+]. The catalyst class is: 15. (4) Reactant: [Cl:1][C:2]1[N:10]=[C:9]2[C:5]([N:6]=[CH:7][NH:8]2)=[C:4](Cl)[N:3]=1.[CH:12]1([NH2:18])[CH2:17][CH2:16][CH2:15][CH2:14][CH2:13]1.CCN(C(C)C)C(C)C.O. Product: [Cl:1][C:2]1[N:10]=[C:9]2[C:5]([N:6]=[CH:7][NH:8]2)=[C:4]([NH:18][CH:12]2[CH2:17][CH2:16][CH2:15][CH2:14][CH2:13]2)[N:3]=1. The catalyst class is: 3. (5) Reactant: COC1C=C(OC)C=CC=1C[N:6]([C:36]1[CH:41]=[CH:40][N:39]=[CH:38][N:37]=1)[S:7]([C:10]1[CH:15]=[C:14]([F:16])[C:13]([O:17][C@H:18]2[CH2:23][CH2:22][CH2:21][CH2:20][C@@H:19]2[C:24]2[N:28](C3CCCCO3)[N:27]=[CH:26][CH:25]=2)=[CH:12][C:11]=1[F:35])(=[O:9])=[O:8].C([SiH](CC)CC)C.CO. Product: [F:35][C:11]1[CH:12]=[C:13]([O:17][C@H:18]2[CH2:23][CH2:22][CH2:21][CH2:20][C@@H:19]2[C:24]2[NH:28][N:27]=[CH:26][CH:25]=2)[C:14]([F:16])=[CH:15][C:10]=1[S:7]([NH:6][C:36]1[CH:41]=[CH:40][N:39]=[CH:38][N:37]=1)(=[O:8])=[O:9]. The catalyst class is: 281.